Dataset: Forward reaction prediction with 1.9M reactions from USPTO patents (1976-2016). Task: Predict the product of the given reaction. (1) Given the reactants [CH3:1][O:2][C:3](=[O:36])[C@@H:4]([NH:14][C:15]([C:17]1[C:18]([CH3:35])=[N:19][C:20]([NH:24][CH2:25][C:26]#[C:27][C:28]2[CH:33]=[CH:32][CH:31]=[C:30](O)[CH:29]=2)=[N:21][C:22]=1[CH3:23])=[O:16])[CH2:5][NH:6][C:7]([C:9]1[S:10][CH:11]=[CH:12][CH:13]=1)=[O:8].CC[O:39]C(C)=O, predict the reaction product. The product is: [CH3:1][O:2][C:3](=[O:36])[C@@H:4]([NH:14][C:15]([C:17]1[C:18]([CH3:35])=[N:19][C:20]([NH:24][CH2:25]/[CH:26]=[CH:27]\[C:28]2[CH:29]=[CH:30][CH:31]=[CH:32][C:33]=2[OH:39])=[N:21][C:22]=1[CH3:23])=[O:16])[CH2:5][NH:6][C:7]([C:9]1[S:10][CH:11]=[CH:12][CH:13]=1)=[O:8]. (2) Given the reactants [N+:1]([C:4]1[CH:5]=[N:6][CH:7]=[CH:8][C:9]=1[C:10]1[CH2:15][C@H:14]([C:16]([F:19])([F:18])[F:17])[CH2:13][C@H:12](O)[CH:11]=1)([O-:3])=[O:2].CS(Cl)(=O)=O.[N-:26]=[N+:27]=[N-:28].[Na+], predict the reaction product. The product is: [N:26]([C@H:12]1[CH2:13][C@@H:14]([C:16]([F:19])([F:18])[F:17])[CH2:15][C:10]([C:9]2[CH:8]=[CH:7][N:6]=[CH:5][C:4]=2[N+:1]([O-:3])=[O:2])=[CH:11]1)=[N+:27]=[N-:28]. (3) Given the reactants [C:1]([N:5]([C:18](=[O:37])[C:19]1[CH:24]=[CH:23][C:22]([CH:25](Br)Br)=[C:21]([B:28]2[O:32][C:31]([CH3:34])([CH3:33])[C:30]([CH3:36])([CH3:35])[O:29]2)[CH:20]=1)[NH:6][C:7](=[O:17])[C:8]1[CH:13]=[CH:12][CH:11]=[C:10]([O:14][CH3:15])[C:9]=1[CH3:16])([CH3:4])([CH3:3])[CH3:2].[CH3:38][O-:39].[Na+].[C:41]([OH:44])(=O)C, predict the reaction product. The product is: [C:1]([N:5]([C:18](=[O:37])[C:19]1[CH:24]=[CH:23][C:22]([CH:25]([O:44][CH3:41])[O:39][CH3:38])=[C:21]([B:28]2[O:32][C:31]([CH3:34])([CH3:33])[C:30]([CH3:36])([CH3:35])[O:29]2)[CH:20]=1)[NH:6][C:7](=[O:17])[C:8]1[CH:13]=[CH:12][CH:11]=[C:10]([O:14][CH3:15])[C:9]=1[CH3:16])([CH3:4])([CH3:3])[CH3:2]. (4) Given the reactants [CH:1]12[CH2:10][CH:5]3[CH2:6][CH:7]([CH2:9][CH:3]([CH2:4]3)[CH:2]1[N:11]1[C:14](=[O:15])[C:13]([CH3:17])([CH3:16])[NH:12]1)[CH2:8]2.Br.Br[CH2:20][C:21]1[CH:26]=[CH:25][CH:24]=[CH:23][N:22]=1, predict the reaction product. The product is: [CH3:16][C:13]1([CH3:17])[N:12]([CH2:20][C:21]2[CH:26]=[CH:25][CH:24]=[CH:23][N:22]=2)[N:11]([CH:2]2[CH:3]3[CH2:4][CH:5]4[CH2:6][CH:7]([CH2:8][CH:1]2[CH2:10]4)[CH2:9]3)[C:14]1=[O:15]. (5) The product is: [CH2:24]([O:26][C:27](=[O:33])/[CH:28]=[CH:29]/[C:30]([N:8]1[C:7]2[CH:10]=[CH:11][CH:12]=[C:13]([CH:14]([CH3:16])[CH3:15])[C:6]=2[O:5][CH:4]([CH:1]([CH3:3])[CH3:2])[CH2:9]1)=[O:31])[CH3:25]. Given the reactants [CH:1]([CH:4]1[CH2:9][NH:8][C:7]2[CH:10]=[CH:11][CH:12]=[C:13]([CH:14]([CH3:16])[CH3:15])[C:6]=2[O:5]1)([CH3:3])[CH3:2].C(N(CC)CC)C.[CH2:24]([O:26][C:27](=[O:33])/[CH:28]=[CH:29]/[C:30](Cl)=[O:31])[CH3:25].O, predict the reaction product. (6) Given the reactants [F:1][C:2]1[CH:8]=[CH:7][C:5]([NH2:6])=[CH:4][CH:3]=1.[CH2:9]=[C:10]([CH2:14][C:15](O)=[O:16])[C:11]([OH:13])=[O:12], predict the reaction product. The product is: [F:1][C:2]1[CH:8]=[CH:7][C:5]([N:6]2[C:15](=[O:16])[CH2:14][CH:10]([C:11]([OH:13])=[O:12])[CH2:9]2)=[CH:4][CH:3]=1. (7) Given the reactants Br[C:2]1[CH:16]=[CH:15][C:5]([O:6][CH2:7][CH2:8][N:9]2[CH2:12][CH:11]([CH2:13][F:14])[CH2:10]2)=[CH:4][CH:3]=1.[Li]CCCC.[Br:22][C:23]1[CH:24]([OH:41])[O:25][C:26]2[C:31]([C:32]=1[CH3:33])=[CH:30][C:29]([O:34][CH:35]1[CH2:40][CH2:39][CH2:38][CH2:37][O:36]1)=[CH:28][CH:27]=2, predict the reaction product. The product is: [Br:22][C:23]([CH:24]([C:2]1[CH:16]=[CH:15][C:5]([O:6][CH2:7][CH2:8][N:9]2[CH2:12][CH:11]([CH2:13][F:14])[CH2:10]2)=[CH:4][CH:3]=1)[OH:41])=[C:32]([C:31]1[CH:30]=[C:29]([O:34][CH:35]2[CH2:40][CH2:39][CH2:38][CH2:37][O:36]2)[CH:28]=[CH:27][C:26]=1[OH:25])[CH3:33]. (8) Given the reactants [OH:1][CH:2]1[CH2:7][CH2:6][CH:5]([C:8]([OH:10])=[O:9])[CH2:4][CH2:3]1.[C:11](OC(=O)C)(=[O:13])[CH3:12], predict the reaction product. The product is: [C:11]([O:1][CH:2]1[CH2:7][CH2:6][CH:5]([C:8]([OH:10])=[O:9])[CH2:4][CH2:3]1)(=[O:13])[CH3:12]. (9) Given the reactants [Br:1][C:2]1[CH:3]=[C:4]([CH3:14])[C:5]([O:12][CH3:13])=[C:6]([CH:11]=1)[C:7]([O:9]C)=[O:8].[OH-].[Na+].O.Cl, predict the reaction product. The product is: [Br:1][C:2]1[CH:3]=[C:4]([CH3:14])[C:5]([O:12][CH3:13])=[C:6]([CH:11]=1)[C:7]([OH:9])=[O:8].